Dataset: Forward reaction prediction with 1.9M reactions from USPTO patents (1976-2016). Task: Predict the product of the given reaction. (1) The product is: [NH2:1][C:2]1[C:7]([F:8])=[C:6]([Cl:9])[N:5]=[C:4]([C:10]([O:12][CH3:13])=[O:11])[C:3]=1/[CH:18]=[CH:17]/[Si:16]([CH3:33])([CH3:32])[CH3:15]. Given the reactants [NH2:1][C:2]1[C:7]([F:8])=[C:6]([Cl:9])[N:5]=[C:4]([C:10]([O:12][CH3:13])=[O:11])[C:3]=1I.[CH3:15][Si:16]([CH3:33])([CH3:32])/[CH:17]=[CH:18]/[Sn](CCCC)(CCCC)CCCC, predict the reaction product. (2) Given the reactants [CH2:1]([O:3][C:4](=[O:22])[C:5]1[CH:10]=[C:9]([C:11]2[C:20]3[C:15](=[CH:16][CH:17]=[C:18](Br)[CH:19]=3)[N:14]=[CH:13][N:12]=2)[CH:8]=[N:7][CH:6]=1)[CH3:2].[CH3:23][O:24][C:25]1[CH:30]=[CH:29][C:28](B(O)O)=[CH:27][N:26]=1.COCCOC.C([O-])([O-])=O.[Na+].[Na+], predict the reaction product. The product is: [CH2:1]([O:3][C:4](=[O:22])[C:5]1[CH:10]=[C:9]([C:11]2[C:20]3[C:15](=[CH:16][CH:17]=[C:18]([C:28]4[CH:27]=[N:26][C:25]([O:24][CH3:23])=[CH:30][CH:29]=4)[CH:19]=3)[N:14]=[CH:13][N:12]=2)[CH:8]=[N:7][CH:6]=1)[CH3:2]. (3) Given the reactants Br[C:2]1[CH:6]=[C:5]([Si:7]([CH3:10])([CH3:9])[CH3:8])[S:4][C:3]=1[C:11]1[S:12][C:13]([Si:17]([CH3:20])([CH3:19])[CH3:18])=[CH:14][C:15]=1Br.C([Li])CCC.CN(C)[C:28](Cl)=[O:29].[NH4+].[Cl-], predict the reaction product. The product is: [CH3:8][Si:7]([CH3:10])([CH3:9])[C:5]1[S:4][C:3]2[C:11]3[S:12][C:13]([Si:17]([CH3:20])([CH3:19])[CH3:18])=[CH:14][C:15]=3[C:28](=[O:29])[C:2]=2[CH:6]=1. (4) Given the reactants C[Si]([N-][Si](C)(C)C)(C)C.[Li+].[C:11]([O:15][C:16]([N:18]1[C@@H:23]2[CH2:24][CH2:25][C@H:19]1[CH2:20][CH:21]([C:26]#[N:27])[CH2:22]2)=[O:17])([CH3:14])([CH3:13])[CH3:12].[Br:28][C:29]1[CH:30]=[N:31][CH:32]=[C:33](F)[CH:34]=1.O, predict the reaction product. The product is: [C:11]([O:15][C:16]([N:18]1[C@@H:23]2[CH2:24][CH2:25][C@H:19]1[CH2:20][C:21]([C:33]1[CH:32]=[N:31][CH:30]=[C:29]([Br:28])[CH:34]=1)([C:26]#[N:27])[CH2:22]2)=[O:17])([CH3:14])([CH3:12])[CH3:13]. (5) Given the reactants [C:1]([N:8]1[CH2:13][CH2:12][CH2:11][CH:10]([OH:14])[CH2:9]1)([O:3][C:4]([CH3:7])([CH3:6])[CH3:5])=[O:2].C(N(CC)CC)C.[CH3:22][S:23](Cl)(=[O:25])=[O:24].Cl, predict the reaction product. The product is: [C:1]([N:8]1[CH2:13][CH2:12][CH2:11][CH:10]([O:14][S:23]([CH3:22])(=[O:25])=[O:24])[CH2:9]1)([O:3][C:4]([CH3:7])([CH3:6])[CH3:5])=[O:2]. (6) Given the reactants [NH2:1][C:2]1[C:11]2[C:6](=[CH:7][CH:8]=[CH:9][CH:10]=2)[C:5]([Br:12])=[CH:4][C:3]=1[C:13]([NH:15][C@H:16]1[CH2:21][CH2:20][CH2:19][CH2:18][C@@H:17]1[NH2:22])=[O:14].[C:23](O[C:23]([O:25][C:26]([CH3:29])([CH3:28])[CH3:27])=[O:24])([O:25][C:26]([CH3:29])([CH3:28])[CH3:27])=[O:24], predict the reaction product. The product is: [NH2:1][C:2]1[C:11]2[C:6](=[CH:7][CH:8]=[CH:9][CH:10]=2)[C:5]([Br:12])=[CH:4][C:3]=1[C:13]([NH:15][C@H:16]1[CH2:21][CH2:20][CH2:19][CH2:18][C@@H:17]1[NH:22][C:23](=[O:24])[O:25][C:26]([CH3:29])([CH3:28])[CH3:27])=[O:14]. (7) Given the reactants O[C:2]1[CH:7]=[C:6]([CH3:8])[NH:5][C:4](=[O:9])[C:3]=1[C:10]([O:12][CH2:13][CH3:14])=[O:11].P(Cl)(Cl)([Cl:17])=O.[Cl-].C([N+](CC)(CC)CC)CCC, predict the reaction product. The product is: [Cl:17][C:2]1[CH:7]=[C:6]([CH3:8])[NH:5][C:4](=[O:9])[C:3]=1[C:10]([O:12][CH2:13][CH3:14])=[O:11]. (8) Given the reactants [Cl:1][C:2]1[CH:31]=[CH:30][C:5]2[N:6]=[C:7]([NH:9][C:10]3[CH:15]=[CH:14][C:13]([C:16]4[N:20]5[CH:21]=[CH:22][CH:23]=[C:24]([C:25]([O:27]CC)=[O:26])[C:19]5=[N:18][N:17]=4)=[CH:12][CH:11]=3)[S:8][C:4]=2[CH:3]=1.[Li+].[OH-], predict the reaction product. The product is: [Cl:1][C:2]1[CH:31]=[CH:30][C:5]2[N:6]=[C:7]([NH:9][C:10]3[CH:11]=[CH:12][C:13]([C:16]4[N:20]5[CH:21]=[CH:22][CH:23]=[C:24]([C:25]([OH:27])=[O:26])[C:19]5=[N:18][N:17]=4)=[CH:14][CH:15]=3)[S:8][C:4]=2[CH:3]=1. (9) Given the reactants [I:1][C:2]1[CH:7]=[CH:6][C:5]2[C:8]3[CH2:13][CH2:12][NH:11][C:10]([CH2:15]N4C(=O)C5C(=CC=CC=5)C4=O)([CH3:14])[C:9]=3[O:27][C:4]=2[CH:3]=1.[CH2:28](O)C.[OH2:31].NN.[N:34]1[CH:39]=[CH:38][CH:37]=CC=1, predict the reaction product. The product is: [I:1][C:2]1[CH:7]=[CH:6][C:5]2[C:8]3[CH2:13][CH2:12][NH:11][C:10]([CH2:15][C:38]([CH3:28])([CH3:37])[C:39]([NH2:34])=[O:31])([CH3:14])[C:9]=3[O:27][C:4]=2[CH:3]=1.